This data is from Catalyst prediction with 721,799 reactions and 888 catalyst types from USPTO. The task is: Predict which catalyst facilitates the given reaction. (1) Reactant: [CH3:1][O:2][CH:3]([CH2:10][CH2:11][CH2:12][CH2:13][CH2:14][CH2:15][CH2:16][CH2:17][CH3:18])[CH2:4][C@H:5]1[O:8][C:7](=[O:9])[CH2:6]1.[OH-:19].[Na+]. Product: [OH:8][C@H:5]([CH2:4][CH:3]([O:2][CH3:1])[CH2:10][CH2:11][CH2:12][CH2:13][CH2:14][CH2:15][CH2:16][CH2:17][CH3:18])[CH2:6][C:7]([OH:19])=[O:9]. The catalyst class is: 20. (2) Reactant: [Br:1][C:2]1[CH:3]=[C:4]([OH:8])[CH:5]=[CH:6][CH:7]=1.Br[CH:10]1[CH2:14][CH2:13][CH2:12][CH2:11]1.C([O-])([O-])=O.[K+].[K+]. Product: [Br:1][C:2]1[CH:7]=[CH:6][CH:5]=[C:4]([O:8][CH:10]2[CH2:14][CH2:13][CH2:12][CH2:11]2)[CH:3]=1. The catalyst class is: 21. (3) Reactant: [OH:1][C:2]1[CH:7]=[CH:6][C:5]([C:8]([O:10][CH3:11])=[O:9])=[CH:4][N:3]=1.[C:12]([O:16][C:17]([N:19]1[CH2:25][CH2:24][CH2:23][C@H:20]1[CH2:21]O)=[O:18])([CH3:15])([CH3:14])[CH3:13].C1C=CC(P(C2C=CC=CC=2)C2C=CC=CC=2)=CC=1.CC(OC(/N=N/C(OC(C)C)=O)=O)C. Product: [C:12]([O:16][C:17]([N:19]1[CH2:25][CH2:24][CH2:23][CH:20]1[CH2:21][O:1][C:2]1[CH:7]=[CH:6][C:5]([C:8]([O:10][CH3:11])=[O:9])=[CH:4][N:3]=1)=[O:18])([CH3:15])([CH3:13])[CH3:14]. The catalyst class is: 1.